From a dataset of Reaction yield outcomes from USPTO patents with 853,638 reactions. Predict the reaction yield, written as a fraction of the theoretical maximum amount of product (1.0 means a 100% yield; for example, 0.34 means a 34% yield). (1) The reactants are [CH3:1][N:2]([CH2:4][C:5]1[CH:10]=[C:9]([C:11]([O:13]C)=[O:12])[CH:8]=[CH:7][C:6]=1[C:15]1[CH:20]=[CH:19][CH:18]=[CH:17][C:16]=1[CH3:21])[CH3:3].Cl. The catalyst is O. The product is [CH3:3][N:2]([CH2:4][C:5]1[CH:10]=[C:9]([C:11]([OH:13])=[O:12])[CH:8]=[CH:7][C:6]=1[C:15]1[CH:20]=[CH:19][CH:18]=[CH:17][C:16]=1[CH3:21])[CH3:1]. The yield is 0.960. (2) The reactants are CS(O[CH2:6][CH:7]1[CH2:12][CH2:11][CH:10]([NH:13][C:14]2[C:23]3[C:18](=[CH:19][CH:20]=[C:21](Cl)[N:22]=3)[N:17]=[CH:16][C:15]=2[C:25](=[O:27])[CH3:26])[CH2:9][CH2:8]1)(=O)=O.[NH:28]1[CH2:32][CH2:31][CH2:30][CH2:29]1. No catalyst specified. The product is [N:28]1([C:21]2[N:22]=[C:23]3[C:18](=[CH:19][CH:20]=2)[N:17]=[CH:16][C:15]([C:25](=[O:27])[CH3:26])=[C:14]3[NH:13][C@H:10]2[CH2:11][CH2:12][C@H:7]([CH2:6][N:28]3[CH2:32][CH2:31][CH2:30][CH2:29]3)[CH2:8][CH2:9]2)[CH2:32][CH2:31][CH2:30][CH2:29]1. The yield is 0.180. (3) The reactants are [C:1]12([C:9](=[O:10])[CH:8]3[CH2:11][CH:5]1[CH2:6][CH2:7]3)[CH2:4][CH2:3][CH2:2]2.[CH2:12]([Mg]Br)[CH3:13].CCOCC.O. The catalyst is O1CCCC1.C(OCC)(=O)C. The product is [CH2:12]([C:9]1([OH:10])[C:1]2([CH2:4][CH2:3][CH2:2]2)[CH:5]2[CH2:11][CH:8]1[CH2:7][CH2:6]2)[CH3:13].[C:1]12([CH:9]([OH:10])[CH:8]3[CH2:11][CH:5]1[CH2:6][CH2:7]3)[CH2:4][CH2:3][CH2:2]2. The yield is 0.470. (4) The reactants are CN(C)C=O.Cl[CH2:7][C:8]#[N:9].[C:10]1([C@H:20]([NH:22][C@H:23]2[CH2:27][CH2:26][C@@H:25]([C:28]3[CH:33]=[CH:32][C:31]([OH:34])=[CH:30][CH:29]=3)[CH2:24]2)[CH3:21])[C:19]2[C:14](=[CH:15][CH:16]=[CH:17][CH:18]=2)[CH:13]=[CH:12][CH:11]=1.C(=O)([O-])[O-].[K+].[K+]. The catalyst is O. The product is [C:10]1([C@H:20]([NH:22][C@H:23]2[CH2:27][CH2:26][C@@H:25]([C:28]3[CH:29]=[CH:30][C:31]([O:34][CH2:7][C:8]#[N:9])=[CH:32][CH:33]=3)[CH2:24]2)[CH3:21])[C:19]2[C:14](=[CH:15][CH:16]=[CH:17][CH:18]=2)[CH:13]=[CH:12][CH:11]=1. The yield is 0.680. (5) The reactants are [NH:1]1[CH2:5][CH2:4][C@H:3]([NH:6][C:7](=[O:13])[O:8][C:9]([CH3:12])([CH3:11])[CH3:10])[CH2:2]1.Cl[C:15]([O:17][CH2:18][C:19]1[CH:24]=[CH:23][CH:22]=[CH:21][CH:20]=1)=[O:16]. The catalyst is C(Cl)Cl.O. The product is [C:9]([O:8][C:7]([NH:6][C@@H:3]1[CH2:4][CH2:5][N:1]([C:15]([O:17][CH2:18][C:19]2[CH:24]=[CH:23][CH:22]=[CH:21][CH:20]=2)=[O:16])[CH2:2]1)=[O:13])([CH3:10])([CH3:12])[CH3:11]. The yield is 0.850.